Dataset: TCR-epitope binding with 47,182 pairs between 192 epitopes and 23,139 TCRs. Task: Binary Classification. Given a T-cell receptor sequence (or CDR3 region) and an epitope sequence, predict whether binding occurs between them. The epitope is LLWNGPMAV. The TCR CDR3 sequence is CASYTLGYTNTGELFF. Result: 1 (the TCR binds to the epitope).